From a dataset of Full USPTO retrosynthesis dataset with 1.9M reactions from patents (1976-2016). Predict the reactants needed to synthesize the given product. (1) Given the product [CH3:33][C:28]([CH3:34])([CH2:27][O:26][C:23]1[CH:22]=[CH:21][C:20]([C:18]2[CH:17]=[CH:16][C:12]3[N:13]([C:8](=[O:9])[NH:7][C:1]4[CH:6]=[CH:5][CH:4]=[CH:3][CH:2]=4)[CH2:14][CH2:15][O:10][C:11]=3[CH:19]=2)=[CH:25][N:24]=1)[C:29]([O:31][CH3:32])=[O:30], predict the reactants needed to synthesize it. The reactants are: [C:1]1([N:7]=[C:8]=[O:9])[CH:6]=[CH:5][CH:4]=[CH:3][CH:2]=1.[O:10]1[CH2:15][CH2:14][NH:13][C:12]2[CH:16]=[CH:17][C:18]([C:20]3[CH:21]=[CH:22][C:23]([O:26][CH2:27][C:28]([CH3:34])([CH3:33])[C:29]([O:31][CH3:32])=[O:30])=[N:24][CH:25]=3)=[CH:19][C:11]1=2. (2) Given the product [CH3:1][O:2][C:3]([C:5]1[S:6][C:7]([C:20]#[C:21][C:22]([CH3:24])([CH3:23])[CH3:25])=[CH:8][C:9]=1[N:10]([CH2:29][C:30]([O:32][C:33]([CH3:36])([CH3:35])[CH3:34])=[O:31])[C:11]([C@H:13]1[CH2:14][CH2:15][C@H:16]([CH3:19])[CH2:17][CH2:18]1)=[O:12])=[O:4], predict the reactants needed to synthesize it. The reactants are: [CH3:1][O:2][C:3]([C:5]1[S:6][C:7]([C:20]#[C:21][C:22]([CH3:25])([CH3:24])[CH3:23])=[CH:8][C:9]=1[NH:10][C:11]([C@H:13]1[CH2:18][CH2:17][C@H:16]([CH3:19])[CH2:15][CH2:14]1)=[O:12])=[O:4].[H-].[Na+].Br[CH2:29][C:30]([O:32][C:33]([CH3:36])([CH3:35])[CH3:34])=[O:31]. (3) The reactants are: [F:1][C:2]1[CH:7]=[CH:6][C:5]([N+:8]([O-:10])=[O:9])=[C:4]([OH:11])[CH:3]=1.[C:12]([O-])([O-])=O.[K+].[K+].CI. Given the product [F:1][C:2]1[CH:7]=[CH:6][C:5]([N+:8]([O-:10])=[O:9])=[C:4]([O:11][CH3:12])[CH:3]=1, predict the reactants needed to synthesize it. (4) Given the product [Cl:8][C:5]1[CH:6]=[CH:7][C:2](/[CH:15]=[CH:14]/[C:13]([O:17][C:18]([CH3:21])([CH3:20])[CH3:19])=[O:16])=[CH:3][C:4]=1[C:9]([F:12])([F:11])[F:10], predict the reactants needed to synthesize it. The reactants are: Br[C:2]1[CH:7]=[CH:6][C:5]([Cl:8])=[C:4]([C:9]([F:12])([F:11])[F:10])[CH:3]=1.[C:13]([O:17][C:18]([CH3:21])([CH3:20])[CH3:19])(=[O:16])[CH:14]=[CH2:15].CC1C=CC=CC=1P(C1C=CC=CC=1C)C1C=CC=CC=1C.CCN(CC)CC. (5) Given the product [O:1]=[S:2]1(=[O:10])[CH2:6][CH2:5][CH:4]([CH2:7][OH:8])[CH2:3]1, predict the reactants needed to synthesize it. The reactants are: [O:1]=[S:2]1(=[O:10])[CH2:6][CH2:5][CH:4]([C:7](O)=[O:8])[CH2:3]1.